From a dataset of Forward reaction prediction with 1.9M reactions from USPTO patents (1976-2016). Predict the product of the given reaction. (1) Given the reactants Cl[C:2]1[CH:11]=[C:10]2[C:5]([CH:6]=[CH:7][C:8]([CH3:12])=[N:9]2)=[C:4]([C:13]2[CH:18]=[CH:17][C:16]([Cl:19])=[CH:15][CH:14]=2)[C:3]=1[CH:20]=[CH2:21].F[C:23](F)(F)S(OC1C(C2C=CC(Cl)=CC=2)=C2C(=CC=1C)N=C(C)C=C2)(=O)=O, predict the reaction product. The product is: [Cl:19][C:16]1[CH:17]=[CH:18][C:13]([C:4]2[C:3]([CH:20]=[CH2:21])=[C:2]([CH3:23])[CH:11]=[C:10]3[C:5]=2[CH:6]=[CH:7][C:8]([CH3:12])=[N:9]3)=[CH:14][CH:15]=1. (2) Given the reactants [N:1]1[CH:6]=[CH:5][C:4]([C:7]2[S:11][C:10]([C:12]([OH:14])=O)=[CH:9][CH:8]=2)=[CH:3][CH:2]=1.[F:15][C:16]([F:26])([F:25])[C:17]1[CH:22]=[CH:21][CH:20]=[CH:19][C:18]=1[CH2:23][NH2:24], predict the reaction product. The product is: [F:15][C:16]([F:25])([F:26])[C:17]1[CH:22]=[CH:21][CH:20]=[CH:19][C:18]=1[CH2:23][NH:24][C:12]([C:10]1[S:11][C:7]([C:4]2[CH:3]=[CH:2][N:1]=[CH:6][CH:5]=2)=[CH:8][CH:9]=1)=[O:14]. (3) Given the reactants [Cl:1][C:2]1[CH:7]=[CH:6][N:5]=[C:4]([NH2:8])[CH:3]=1.[N+:9]([O-])([OH:11])=[O:10].[OH-].[Na+], predict the reaction product. The product is: [Cl:1][C:2]1[CH:7]=[CH:6][N:5]=[C:4]([NH2:8])[C:3]=1[N+:9]([O-:11])=[O:10]. (4) The product is: [CH2:17]([NH:16][C:4]1[C:5]2[N:11]=[C:10]([NH:3][CH2:4][CH2:5][CH3:6])[N:9]=[C:8]([NH:13][CH2:14][CH3:15])[C:6]=2[N:7]=[C:2]([NH:22][CH2:19][CH2:20][CH3:21])[N:3]=1)[CH3:18]. Given the reactants Cl[C:2]1[N:3]=[C:4]([NH:16][CH2:17][CH3:18])[C:5]2[N:11]=[C:10](Cl)[N:9]=[C:8]([NH:13][CH2:14][CH3:15])[C:6]=2[N:7]=1.[CH2:19]([NH2:22])[CH2:20][CH3:21], predict the reaction product. (5) Given the reactants [Si:1]([O:8][CH2:9][C:10]1[C:11]([F:29])=[C:12]([N:16]2[CH2:21][CH2:20][C:19]([C:23]3[CH:24]=[N:25][CH:26]=[CH:27][CH:28]=3)(O)[CH2:18][CH2:17]2)[CH:13]=[CH:14][CH:15]=1)([C:4]([CH3:7])([CH3:6])[CH3:5])([CH3:3])[CH3:2].ClCCl.CS(Cl)(=O)=O, predict the reaction product. The product is: [Si:1]([O:8][CH2:9][C:10]1[C:11]([F:29])=[C:12]([N:16]2[CH2:17][CH:18]=[C:19]([C:23]3[CH:24]=[N:25][CH:26]=[CH:27][CH:28]=3)[CH2:20][CH2:21]2)[CH:13]=[CH:14][CH:15]=1)([C:4]([CH3:7])([CH3:5])[CH3:6])([CH3:3])[CH3:2]. (6) Given the reactants [C:1]([CH2:3][NH:4][C:5](=[O:11])[O:6][C:7]([CH3:10])([CH3:9])[CH3:8])#[N:2].C(O)C.[NH2:15][OH:16], predict the reaction product. The product is: [OH:16][NH:15][C:1](=[NH:2])[CH2:3][NH:4][C:5](=[O:11])[O:6][C:7]([CH3:8])([CH3:9])[CH3:10]. (7) The product is: [Cl:1][C:2]1[CH:7]=[CH:6][CH:5]=[C:4]([N:8]2[CH2:9][CH2:10][CH2:11][CH2:12]2)[C:3]=1[CH2:13][N:14]1[CH2:15][CH2:16][NH:17][CH2:18][CH2:19]1. Given the reactants [Cl:1][C:2]1[CH:7]=[CH:6][CH:5]=[C:4]([N:8]2[CH2:12][CH2:11][CH2:10][CH2:9]2)[C:3]=1[CH2:13][N:14]1[CH2:19][CH2:18][N:17](C(OC(C)(C)C)=O)[CH2:16][CH2:15]1.FC(F)(F)C(O)=O, predict the reaction product.